This data is from Peptide-MHC class II binding affinity with 134,281 pairs from IEDB. The task is: Regression. Given a peptide amino acid sequence and an MHC pseudo amino acid sequence, predict their binding affinity value. This is MHC class II binding data. (1) The peptide sequence is GVLYVGSKTKEGVVH. The MHC is HLA-DPA10201-DPB10501 with pseudo-sequence HLA-DPA10201-DPB10501. The binding affinity (normalized) is 0.586. (2) The peptide sequence is ITYGETGGNSPVQEF. The MHC is HLA-DPA10103-DPB10401 with pseudo-sequence HLA-DPA10103-DPB10401. The binding affinity (normalized) is 0. (3) The peptide sequence is TNILEAKYWCPDSME. The MHC is DRB1_0901 with pseudo-sequence DRB1_0901. The binding affinity (normalized) is 0.385. (4) The peptide sequence is SVAYKAAVGATPEAK. The MHC is DRB3_0202 with pseudo-sequence DRB3_0202. The binding affinity (normalized) is 0.457. (5) The peptide sequence is IGGRVHFFKDISPIA. The MHC is H-2-IAs with pseudo-sequence H-2-IAs. The binding affinity (normalized) is 0.507. (6) The peptide sequence is LPVPPTVTVFKIPKK. The MHC is DRB3_0202 with pseudo-sequence DRB3_0202. The binding affinity (normalized) is 0.0275. (7) The MHC is DRB1_1501 with pseudo-sequence DRB1_1501. The binding affinity (normalized) is 0.551. The peptide sequence is KMDKLELKGMSYAMC. (8) The peptide sequence is PGGAKKPLRPRWCDE. The MHC is HLA-DQA10201-DQB10402 with pseudo-sequence HLA-DQA10201-DQB10402. The binding affinity (normalized) is 0.340. (9) The peptide sequence is AFKVAATDANAAPAN. The MHC is DRB1_0701 with pseudo-sequence DRB1_0701. The binding affinity (normalized) is 0.566. (10) The peptide sequence is PFCSHHFHELQLKDG. The MHC is HLA-DQA10102-DQB10501 with pseudo-sequence HLA-DQA10102-DQB10501. The binding affinity (normalized) is 0.360.